Dataset: Peptide-MHC class I binding affinity with 185,985 pairs from IEDB/IMGT. Task: Regression. Given a peptide amino acid sequence and an MHC pseudo amino acid sequence, predict their binding affinity value. This is MHC class I binding data. (1) The peptide sequence is LPESDLDKVY. The MHC is HLA-B54:01 with pseudo-sequence HLA-B54:01. The binding affinity (normalized) is 0.143. (2) The peptide sequence is DEIGEDAAPI. The MHC is Mamu-A11 with pseudo-sequence Mamu-A11. The binding affinity (normalized) is 0.571. (3) The peptide sequence is QIIEQLIKK. The MHC is HLA-A68:01 with pseudo-sequence HLA-A68:01. The binding affinity (normalized) is 0.362. (4) The peptide sequence is RVQFIPGQR. The MHC is HLA-B46:01 with pseudo-sequence HLA-B46:01. The binding affinity (normalized) is 0.0847. (5) The peptide sequence is RSWTKCIHF. The MHC is HLA-B15:01 with pseudo-sequence HLA-B15:01. The binding affinity (normalized) is 0.384. (6) The peptide sequence is WPRDHGPTV. The MHC is HLA-B07:02 with pseudo-sequence HLA-B07:02. The binding affinity (normalized) is 0.820.